Dataset: NCI-60 drug combinations with 297,098 pairs across 59 cell lines. Task: Regression. Given two drug SMILES strings and cell line genomic features, predict the synergy score measuring deviation from expected non-interaction effect. (1) Drug 1: C1=CN(C(=O)N=C1N)C2C(C(C(O2)CO)O)O.Cl. Drug 2: C1=NC(=NC(=O)N1C2C(C(C(O2)CO)O)O)N. Cell line: SK-OV-3. Synergy scores: CSS=5.94, Synergy_ZIP=-7.47, Synergy_Bliss=-3.60, Synergy_Loewe=-5.66, Synergy_HSA=-2.60. (2) Drug 1: C1=C(C(=O)NC(=O)N1)F. Drug 2: C1=CC=C(C(=C1)C(C2=CC=C(C=C2)Cl)C(Cl)Cl)Cl. Cell line: DU-145. Synergy scores: CSS=35.5, Synergy_ZIP=0.0649, Synergy_Bliss=-0.780, Synergy_Loewe=-7.81, Synergy_HSA=-0.474.